This data is from NCI-60 drug combinations with 297,098 pairs across 59 cell lines. The task is: Regression. Given two drug SMILES strings and cell line genomic features, predict the synergy score measuring deviation from expected non-interaction effect. Drug 1: CS(=O)(=O)C1=CC(=C(C=C1)C(=O)NC2=CC(=C(C=C2)Cl)C3=CC=CC=N3)Cl. Drug 2: CC1=CC2C(CCC3(C2CCC3(C(=O)C)OC(=O)C)C)C4(C1=CC(=O)CC4)C. Cell line: A498. Synergy scores: CSS=10.8, Synergy_ZIP=-3.08, Synergy_Bliss=1.34, Synergy_Loewe=2.05, Synergy_HSA=2.09.